This data is from Reaction yield outcomes from USPTO patents with 853,638 reactions. The task is: Predict the reaction yield, written as a fraction of the theoretical maximum amount of product (1.0 means a 100% yield; for example, 0.34 means a 34% yield). (1) The yield is 0.640. The product is [O:1]=[C:2]1[C@@H:8]2[C@@H:4]([CH2:5][CH2:6][N:7]2[C:28]([NH:27][C@H:22]2[CH2:23][CH2:24][CH2:25][CH2:26][NH:20][C:21]2=[O:38])=[O:29])[N:3]1[S:9]([OH:12])(=[O:11])=[O:10]. The reactants are [O:1]=[C:2]1[C@@H:8]2[C@@H:4]([CH2:5][CH2:6][NH:7]2)[N:3]1[S:9]([OH:12])(=[O:11])=[O:10].C([N:20]1[CH2:26][CH2:25][CH2:24][CH2:23][C@H:22]([NH:27][C:28](ON2C(=O)CCC2=O)=[O:29])[C:21]1=[O:38])C1C=CC=CC=1.C(=O)(O)[O-].[Na+]. The catalyst is C(#N)C.O. (2) The reactants are [NH2:1][C:2]1[CH:3]=[C:4]([CH:20]=[CH:21][C:22]=1[NH2:23])[O:5][CH2:6][CH:7]1[CH2:12][CH2:11][N:10]([C:13]([O:15][C:16]([CH3:19])([CH3:18])[CH3:17])=[O:14])[CH2:9][CH2:8]1.O.[N:25]#[C:26][Br:27]. The catalyst is C(#N)C. The product is [BrH:27].[NH2:25][C:26]1[NH:23][C:22]2[CH:21]=[CH:20][C:4]([O:5][CH2:6][CH:7]3[CH2:12][CH2:11][N:10]([C:13]([O:15][C:16]([CH3:19])([CH3:17])[CH3:18])=[O:14])[CH2:9][CH2:8]3)=[CH:3][C:2]=2[N:1]=1. The yield is 1.00.